From a dataset of Forward reaction prediction with 1.9M reactions from USPTO patents (1976-2016). Predict the product of the given reaction. (1) Given the reactants [CH3:1][C:2]([CH3:28])([CH3:27])[C:3]([C:11]1[CH:16]=[CH:15][C:14](B2OC(C)(C)C(C)(C)O2)=[CH:13][C:12]=1[CH3:26])([C:5]1[CH:6]=[N:7][CH:8]=[N:9][CH:10]=1)[OH:4].Br[C:30]1[CH:35]=[CH:34][C:33]([O:36][C:37]([F:40])([F:39])[F:38])=[CH:32][N:31]=1.C(=O)([O-])[O-].[K+].[K+].CN(C=O)C, predict the reaction product. The product is: [CH3:28][C:2]([CH3:27])([CH3:1])[C:3]([C:11]1[CH:16]=[CH:15][C:14]([C:30]2[CH:35]=[CH:34][C:33]([O:36][C:37]([F:38])([F:40])[F:39])=[CH:32][N:31]=2)=[CH:13][C:12]=1[CH3:26])([C:5]1[CH:10]=[N:9][CH:8]=[N:7][CH:6]=1)[OH:4]. (2) Given the reactants Br[CH2:2][C:3](=O)[CH2:4][C:5]1[CH:10]=[CH:9][C:8]([N+:11]([O-:13])=[O:12])=[CH:7][CH:6]=1.[C:15]([NH2:18])(=[S:17])[CH3:16], predict the reaction product. The product is: [CH3:16][C:15]1[S:17][CH:2]=[C:3]([CH2:4][C:5]2[CH:10]=[CH:9][C:8]([N+:11]([O-:13])=[O:12])=[CH:7][CH:6]=2)[N:18]=1. (3) Given the reactants Br[C:2]1[CH:11]=[CH:10][C:9]2[N:8]=[CH:7][C:6]3[N:12]([CH3:24])[C:13](=[O:23])[N:14]([C:15]4[C:16]([CH3:22])=[N:17][N:18]([CH2:20][CH3:21])[CH:19]=4)[C:5]=3[C:4]=2[CH:3]=1.[CH3:25][O:26][C:27]1[N:32]=[C:31]([O:33][CH3:34])[C:30](B2OC(C)(C)C(C)(C)O2)=[CH:29][N:28]=1, predict the reaction product. The product is: [CH3:25][O:26][C:27]1[N:32]=[C:31]([O:33][CH3:34])[C:30]([C:2]2[CH:11]=[CH:10][C:9]3[N:8]=[CH:7][C:6]4[N:12]([CH3:24])[C:13](=[O:23])[N:14]([C:15]5[C:16]([CH3:22])=[N:17][N:18]([CH2:20][CH3:21])[CH:19]=5)[C:5]=4[C:4]=3[CH:3]=2)=[CH:29][N:28]=1. (4) The product is: [Cl:65][C:62]1[CH:63]=[CH:64][C:59]([C:57]2[C:56]3[CH:66]=[C:67]([O:70][CH3:71])[CH:68]=[CH:69][C:55]=3[N:54]3[C:72]([CH3:75])=[N:73][N:74]=[C:53]3[C@H:52]([CH2:51][C:50]([NH:49][CH2:48][CH2:47][NH:46][C:21]([C:17]3[CH:16]=[C:15]([C:11]4[CH:12]=[CH:13][CH:14]=[C:9]([B:4]([OH:3])[OH:5])[CH:10]=4)[CH:20]=[CH:19][CH:18]=3)=[O:23])=[O:76])[N:58]=2)=[CH:60][CH:61]=1. Given the reactants CC1(C)C(C)(C)[O:5][B:4]([C:9]2[CH:10]=[C:11]([C:15]3[CH:20]=[CH:19][CH:18]=[C:17]([C:21]([OH:23])=O)[CH:16]=3)[CH:12]=[CH:13][CH:14]=2)[O:3]1.CCN=C=NCCCN(C)C.C1C=CC2N(O)N=NC=2C=1.[NH2:46][CH2:47][CH2:48][NH:49][C:50](=[O:76])[CH2:51][C@@H:52]1[N:58]=[C:57]([C:59]2[CH:64]=[CH:63][C:62]([Cl:65])=[CH:61][CH:60]=2)[C:56]2[CH:66]=[C:67]([O:70][CH3:71])[CH:68]=[CH:69][C:55]=2[N:54]2[C:72]([CH3:75])=[N:73][N:74]=[C:53]12.B(O)O, predict the reaction product. (5) Given the reactants C([N:4]1[C:8]2[CH:9]([C:24]3[CH:29]=[CH:28][C:27]([Cl:30])=[CH:26][CH:25]=3)[N:10]([C:13]3[N:18]=[C:17]4[N:19]([CH3:22])[N:20]=[N:21][C:16]4=[C:15]([CH3:23])[CH:14]=3)[C:11](=[O:12])[C:7]=2[N:6]=[C:5]1Br)C=C.[O:32]1[CH2:37][CH:36]=[C:35](B2OC(C)(C)C(C)(C)O2)[CH2:34][CH2:33]1, predict the reaction product. The product is: [Cl:30][C:27]1[CH:26]=[CH:25][C:24]([CH:9]2[C:8]3[NH:4][C:5]([C:35]4[CH2:36][CH2:37][O:32][CH2:33][CH:34]=4)=[N:6][C:7]=3[C:11](=[O:12])[N:10]2[C:13]2[N:18]=[C:17]3[N:19]([CH3:22])[N:20]=[N:21][C:16]3=[C:15]([CH3:23])[CH:14]=2)=[CH:29][CH:28]=1.